Task: Predict the reactants needed to synthesize the given product.. Dataset: Full USPTO retrosynthesis dataset with 1.9M reactions from patents (1976-2016) Given the product [CH3:11][C:9]1[CH:10]=[C:2]2[C:3]([C:4](=[O:5])[NH:14][C:13](=[O:12])[NH:1]2)=[CH:7][CH:8]=1, predict the reactants needed to synthesize it. The reactants are: [NH2:1][C:2]1[CH:10]=[C:9]([CH3:11])[CH:8]=[CH:7][C:3]=1[C:4](O)=[O:5].[O-:12][C:13]#[N:14].[K+].[OH-].[Na+].